This data is from Reaction yield outcomes from USPTO patents with 853,638 reactions. The task is: Predict the reaction yield, written as a fraction of the theoretical maximum amount of product (1.0 means a 100% yield; for example, 0.34 means a 34% yield). (1) The reactants are [NH2:1][C:2]1[CH:10]=[CH:9][C:8]([I:11])=[CH:7][C:3]=1[C:4](O)=[O:5].F[P-](F)(F)(F)(F)F.N1(OC(N(C)C)=[N+](C)C)[C:23]2[N:24]=[CH:25]C=CC=2N=N1.C(N(CC)CC)C.CNC. The catalyst is ClCCl. The product is [NH2:1][C:2]1[CH:10]=[CH:9][C:8]([I:11])=[CH:7][C:3]=1[C:4]([N:24]([CH3:25])[CH3:23])=[O:5]. The yield is 0.980. (2) The catalyst is C(OCC)(=O)C. The reactants are Cl[C:2]1[CH:11]=[CH:10][C:9]2[C:4](=[CH:5][C:6]([OH:12])=[CH:7][CH:8]=2)[N:3]=1.[CH3:13][O-:14].[Na+].CO. The yield is 0.790. The product is [CH3:13][O:14][C:2]1[CH:11]=[CH:10][C:9]2[C:4](=[CH:5][C:6]([OH:12])=[CH:7][CH:8]=2)[N:3]=1. (3) The reactants are [Br:1][C:2]1[C:11]([O:12][CH3:13])=[CH:10][C:5]2[NH:6][C:7]([CH3:9])=[N:8][C:4]=2[CH:3]=1.[H-].[Na+].[CH3:16][Si:17]([CH3:24])([CH3:23])[CH2:18][CH2:19][O:20][CH2:21]Cl.C(Cl)Cl.CO. The catalyst is CN(C=O)C. The product is [Br:1][C:2]1[C:11]([O:12][CH3:13])=[CH:10][C:5]2[N:6]([CH2:21][O:20][CH2:19][CH2:18][Si:17]([CH3:24])([CH3:23])[CH3:16])[C:7]([CH3:9])=[N:8][C:4]=2[CH:3]=1. The yield is 0.503. (4) The reactants are [NH2:1][CH2:2][CH2:3][NH:4][C:5](=[O:24])[C:6]1[CH:11]=[CH:10][CH:9]=[C:8]([NH:12][C:13]2[C:22]3[C:17](=[CH:18][CH:19]=[CH:20][CH:21]=3)[N:16]=[C:15]([CH3:23])[CH:14]=2)[CH:7]=1.[CH:25]1[CH:30]=[CH:29][C:28]([CH:31]=O)=[CH:27][CH:26]=1.[BH4-].[Na+].[OH-].[Na+]. The catalyst is CCO.[Cl-].[Na+].O. The product is [CH2:31]([NH:1][CH2:2][CH2:3][NH:4][C:5](=[O:24])[C:6]1[CH:11]=[CH:10][CH:9]=[C:8]([NH:12][C:13]2[C:22]3[C:17](=[CH:18][CH:19]=[CH:20][CH:21]=3)[N:16]=[C:15]([CH3:23])[CH:14]=2)[CH:7]=1)[C:28]1[CH:29]=[CH:30][CH:25]=[CH:26][CH:27]=1. The yield is 0.620.